From a dataset of Forward reaction prediction with 1.9M reactions from USPTO patents (1976-2016). Predict the product of the given reaction. (1) Given the reactants [Br:1][C:2]1[CH:3]=[C:4]2[C:11]3([CH2:16][CH2:15][S:14][C:13]([NH2:17])=[N:12]3)[CH2:10][CH:9]([C:18]3[CH:23]=[CH:22][CH:21]=[CH:20][CH:19]=3)[O:8][C:5]2=[CH:6][CH:7]=1.[CH3:24][C:25]([O:28][C:29](O[C:29]([O:28][C:25]([CH3:27])([CH3:26])[CH3:24])=[O:30])=[O:30])([CH3:27])[CH3:26], predict the reaction product. The product is: [Br:1][C:2]1[CH:3]=[C:4]2[C:11]3([CH2:16][CH2:15][S:14][C:13]([NH:17][C:29](=[O:30])[O:28][C:25]([CH3:27])([CH3:26])[CH3:24])=[N:12]3)[CH2:10][CH:9]([C:18]3[CH:19]=[CH:20][CH:21]=[CH:22][CH:23]=3)[O:8][C:5]2=[CH:6][CH:7]=1. (2) Given the reactants [Cl:1][C:2]1[N:3]=[C:4]([N:12]2[CH2:16][CH2:15][C@H:14]([N:17]([CH3:25])C(=O)OC(C)(C)C)[CH2:13]2)[C:5]2[N:11]=[CH:10][CH:9]=[CH:8][C:6]=2[N:7]=1.[F:26][C:27]([F:37])([F:36])[C:28]1[CH:29]=[C:30]([NH2:35])[CH:31]=[C:32]([NH2:34])[CH:33]=1, predict the reaction product. The product is: [ClH:1].[ClH:1].[CH3:25][NH:17][C@H:14]1[CH2:15][CH2:16][N:12]([C:4]2[C:5]3[N:11]=[CH:10][CH:9]=[CH:8][C:6]=3[N:7]=[C:2]([NH:34][C:32]3[CH:33]=[C:28]([C:27]([F:26])([F:36])[F:37])[CH:29]=[C:30]([NH2:35])[CH:31]=3)[N:3]=2)[CH2:13]1. (3) Given the reactants [OH:1][C:2]1[CH:7]=[CH:6][C:5]([N:8]2[C:13](=[O:14])[C:12]([CH2:15][C:16]3[CH:21]=[CH:20][C:19]([C:22]4[C:23]([C:28]#[N:29])=[CH:24][CH:25]=[CH:26][CH:27]=4)=[CH:18][CH:17]=3)=[C:11]([CH2:30][CH2:31][CH3:32])[N:10]=[C:9]2[CH3:33])=[CH:4][CH:3]=1.I[CH2:35][CH2:36][CH3:37].C(=O)([O-])[O-].[Cs+].[Cs+].C(OCC)(=O)C, predict the reaction product. The product is: [CH3:33][C:9]1[N:8]([C:5]2[CH:4]=[CH:3][C:2]([O:1][CH2:35][CH2:36][CH3:37])=[CH:7][CH:6]=2)[C:13](=[O:14])[C:12]([CH2:15][C:16]2[CH:21]=[CH:20][C:19]([C:22]3[C:23]([C:28]#[N:29])=[CH:24][CH:25]=[CH:26][CH:27]=3)=[CH:18][CH:17]=2)=[C:11]([CH2:30][CH2:31][CH3:32])[N:10]=1.